Dataset: Catalyst prediction with 721,799 reactions and 888 catalyst types from USPTO. Task: Predict which catalyst facilitates the given reaction. (1) Reactant: [Cl:1][C:2]1[N:30]=[CH:29][C:5]2[N:6]=[C:7]([CH3:28])[N:8]([C:11]3[CH:16]=[CH:15][C:14]([O:17][CH2:18][CH2:19][CH2:20][N:21]4[CH2:26][CH2:25][CH2:24][CH2:23][CH2:22]4)=[CH:13][C:12]=3[OH:27])[C:9](=[O:10])[C:4]=2[CH:3]=1.S(C1C=CC(C)=CC=1)(O[CH2:35][CH2:36][F:37])(=O)=O.C(=O)([O-])[O-].[K+].[K+].O. Product: [Cl:1][C:2]1[N:30]=[CH:29][C:5]2[N:6]=[C:7]([CH3:28])[N:8]([C:11]3[CH:16]=[CH:15][C:14]([O:17][CH2:18][CH2:19][CH2:20][N:21]4[CH2:26][CH2:25][CH2:24][CH2:23][CH2:22]4)=[CH:13][C:12]=3[O:27][CH2:35][CH2:36][F:37])[C:9](=[O:10])[C:4]=2[CH:3]=1. The catalyst class is: 9. (2) Reactant: [F:1][C:2]1[CH:3]=[CH:4][CH:5]=[C:6]2[C:11]=1[N:10]=[C:9]([O:12][CH3:13])[CH:8]=[C:7]2[CH2:14][F:15].CC(N=NC(C#N)(C)C)(C#N)C.C1C(=O)N([Br:35])C(=O)C1. Product: [Br:35][CH:14]([F:15])[C:7]1[C:6]2[C:11](=[C:2]([F:1])[CH:3]=[CH:4][CH:5]=2)[N:10]=[C:9]([O:12][CH3:13])[CH:8]=1. The catalyst class is: 53. (3) Reactant: [CH3:1][N:2]([CH2:25][CH2:26][CH2:27][C:28](OC)=[O:29])[C:3]([C:5]1[CH:6]=[C:7]2[C:15](=[CH:16][CH:17]=1)[N:14]([CH3:18])[C:13]1[CH2:12][CH2:11][C@@H:10]([CH:19]3[CH2:24][CH2:23][O:22][CH2:21][CH2:20]3)[CH2:9][C:8]2=1)=[O:4].[OH-].[Li+].C(N(CC)C(C)C)(C)C.[CH2:43]([CH2:45][NH2:46])[OH:44].CN(C(ON1N=NC2C=CC=NC1=2)=[N+](C)C)C.F[P-](F)(F)(F)(F)F. Product: [OH:44][CH2:43][CH2:45][NH:46][C:28](=[O:29])[CH2:27][CH2:26][CH2:25][N:2]([CH3:1])[C:3]([C:5]1[CH:6]=[C:7]2[C:15](=[CH:16][CH:17]=1)[N:14]([CH3:18])[C:13]1[CH2:12][CH2:11][C@@H:10]([CH:19]3[CH2:20][CH2:21][O:22][CH2:23][CH2:24]3)[CH2:9][C:8]2=1)=[O:4]. The catalyst class is: 12. (4) Reactant: [Cl:1][C:2]1[CH:7]=[C:6]([Cl:8])[CH:5]=[CH:4][C:3]=1[C:9]1[N:13]2[N:14]=[C:15]([CH3:29])[CH:16]=[C:17]([NH:18][C@@H:19]3[C:27]4[C:22](=[CH:23][CH:24]=[CH:25][CH:26]=4)[CH2:21][C@@H:20]3[OH:28])[C:12]2=[CH:11][C:10]=1[CH3:30].N1C=CC=CC=1.[C:37](Cl)(=[O:39])[CH3:38]. Product: [C:37]([O:28][C@H:20]1[CH2:21][C:22]2[C:27](=[CH:26][CH:25]=[CH:24][CH:23]=2)[C@H:19]1[NH:18][C:17]1[C:12]2[N:13]([C:9]([C:3]3[CH:4]=[CH:5][C:6]([Cl:8])=[CH:7][C:2]=3[Cl:1])=[C:10]([CH3:30])[CH:11]=2)[N:14]=[C:15]([CH3:29])[CH:16]=1)(=[O:39])[CH3:38]. The catalyst class is: 2.